Task: Predict the reactants needed to synthesize the given product.. Dataset: Full USPTO retrosynthesis dataset with 1.9M reactions from patents (1976-2016) Given the product [CH3:42][CH:41]([CH3:43])[CH:39]([NH:40][C:22]([C:19]1[S:20][CH:21]=[C:17]([C:14]2[CH:13]=[CH:12][C:11]([N+:8]([O-:10])=[O:9])=[CH:16][CH:15]=2)[N:18]=1)=[O:24])[C:38]([O:37][CH3:36])=[O:44], predict the reactants needed to synthesize it. The reactants are: CN1CCOCC1.[N+:8]([C:11]1[CH:16]=[CH:15][C:14]([C:17]2[N:18]=[C:19]([C:22]([O:24]CC)=O)[S:20][CH:21]=2)=[CH:13][CH:12]=1)([O-:10])=[O:9].ClC(OCC(C)C)=O.Cl.[CH3:36][O:37][C:38](=[O:44])[C@H:39]([CH:41]([CH3:43])[CH3:42])[NH2:40].